This data is from Experimentally validated miRNA-target interactions with 360,000+ pairs, plus equal number of negative samples. The task is: Binary Classification. Given a miRNA mature sequence and a target amino acid sequence, predict their likelihood of interaction. (1) The miRNA is hsa-miR-4308 with sequence UCCCUGGAGUUUCUUCUU. The protein sequence of the target gene is MTMDKSELVQKAKLAEQAERYDDMAAAMKAVTEQGHELSNEERNLLSVAYKNVVGARRSSWRVISSIEQKTERNEKKQQMGKEYREKIEAELQDICNDVLELLDKYLILNATQAESKVFYLKMKGDYFRYLSEVASGENKQTTVSNSQQAYQEAFEISKKEMQPTHPIRLGLALNFSVFYYEILNSPEKACSLAKTAFDEAIAELDTLNEESYKDSTLIMQLLRDNLTLWTSENQGDEGDAGEGEN. Result: 0 (no interaction). (2) The miRNA is hsa-miR-1273h-3p with sequence CUGCAGACUCGACCUCCCAGGC. The protein sequence of the target gene is MAAAAVDSAMEVVPALAEEAAPEVAGLSCLVNLPGEVLEYILCCGSLTAADIGRVSSTCRRLRELCQSSGKVWKEQFRVRWPSLMKHYSPTDYVNWLEEYKVRQKAGLEARKIVASFSKRFFSEHVPCNGFSDIENLEGPEIFFEDELVCILNMEGRKALTWKYYAKKILYYLRQQKILNNLKAFLQQPDDYESYLEGAVYIDQYCNPLSDISLKDIQAQIDSIVELVCKTLRGINSRHPSLAFKAGESSMIMEIELQSQVLDAMNYVLYDQLKFKGNRMDYYNALNLYMHQVLIRRTGI.... Result: 1 (interaction). (3) The miRNA is hsa-miR-5739 with sequence GCGGAGAGAGAAUGGGGAGC. The protein sequence of the target gene is MALLLALSLLVLWTSPAPTLSGTNDAEDCCLSVTQKPIPGYIVRNFHYLLIKDGCRVPAVVFTTLRGRQLCAPPDQPWVERIIQRLQRTSAKMKRRSS. Result: 0 (no interaction). (4) The miRNA is cel-miR-254-3p with sequence UGCAAAUCUUUCGCGAC. The protein sequence of the target gene is MKEDCLPSSHVPISDSKSIQKSELLGLLKTYNCYHEGKSFQLRHREEEGTLIIEGLLNIAWGLRRPIRLQMQDDREQVHLPSTSWMPRRPSCPLKEPSPQNGNITAQGPSIQPVHKAESSTDSSGPLEEAEEAPQLMRTKSDASCMSQRRPKCRAPGEAQRIRRHRFSINGHFYNHKTSVFTPAYGSVTNVRVNSTMTTLQVLTLLLNKFRVEDGPSEFALYIVHESGERTKLKDCEYPLISRILHGPCEKIARIFLMEADLGVEVPHEVAQYIKFEMPVLDSFVEKLKEEEEREIIKLT.... Result: 0 (no interaction).